This data is from Full USPTO retrosynthesis dataset with 1.9M reactions from patents (1976-2016). The task is: Predict the reactants needed to synthesize the given product. (1) Given the product [C:1]([C:5]1[CH:12]=[CH:11][C:8]([CH2:9][NH:43][C:37]2[CH:38]=[CH:39][C:40]([Cl:42])=[CH:41][C:36]=2[C:35]([NH:34][C:31]2[CH:30]=[CH:29][C:28]([Cl:27])=[CH:33][N:32]=2)=[O:44])=[C:7]([O:13][CH:14]2[CH2:15][CH2:16][N:17]([C:20]([O:22][C:23]([CH3:25])([CH3:26])[CH3:24])=[O:21])[CH2:18][CH2:19]2)[CH:6]=1)([CH3:2])([CH3:3])[CH3:4], predict the reactants needed to synthesize it. The reactants are: [C:1]([C:5]1[CH:12]=[CH:11][C:8]([CH:9]=O)=[C:7]([O:13][CH:14]2[CH2:19][CH2:18][N:17]([C:20]([O:22][C:23]([CH3:26])([CH3:25])[CH3:24])=[O:21])[CH2:16][CH2:15]2)[CH:6]=1)([CH3:4])([CH3:3])[CH3:2].[Cl:27][C:28]1[CH:29]=[CH:30][C:31]([NH:34][C:35](=[O:44])[C:36]2[CH:41]=[C:40]([Cl:42])[CH:39]=[CH:38][C:37]=2[NH2:43])=[N:32][CH:33]=1.C1(C)C=CC(S([O-])(=O)=O)=CC=1.[NH+]1C=CC=CC=1.S([O-])([O-])(=O)=O.[Mg+2].[B-][N+](C)(C)C. (2) Given the product [C:30]1([C:36]2[CH:41]=[C:40]([S:42]([N:45]3[CH2:50][CH2:49][O:48][CH2:47][CH2:46]3)(=[O:44])=[O:43])[CH:39]=[CH:38][C:37]=2[NH:51][C:17]([C:6]2[N:7]([CH2:9][O:10][CH2:11][CH2:12][Si:13]([CH3:14])([CH3:15])[CH3:16])[CH:8]=[C:4]([C:2]#[N:3])[N:5]=2)=[O:19])[CH2:35][CH2:34][CH2:33][CH2:32][CH:31]=1, predict the reactants needed to synthesize it. The reactants are: [K+].[C:2]([C:4]1[N:5]=[C:6]([C:17]([O-:19])=O)[N:7]([CH2:9][O:10][CH2:11][CH2:12][Si:13]([CH3:16])([CH3:15])[CH3:14])[CH:8]=1)#[N:3].N1C=CC=CC=1.O=S(Cl)Cl.[C:30]1([C:36]2[CH:41]=[C:40]([S:42]([N:45]3[CH2:50][CH2:49][O:48][CH2:47][CH2:46]3)(=[O:44])=[O:43])[CH:39]=[CH:38][C:37]=2[NH2:51])[CH2:35][CH2:34][CH2:33][CH2:32][CH:31]=1.C(N(CC)CC)C. (3) Given the product [NH:32]1[CH2:31][CH2:30][CH:29]([NH:28][C:26](=[O:27])[C:25]2[CH:24]=[CH:23][C:22]([C:15]3([C:12]4[CH:13]=[CH:14][C:9]([O:8][CH2:7][C:2]5[CH:3]=[CH:4][CH:5]=[CH:6][N:1]=5)=[CH:10][CH:11]=4)[CH2:20][CH:19]4[CH2:21][CH:16]3[CH2:17][CH2:18]4)=[CH:43][CH:42]=2)[CH2:34][CH2:33]1, predict the reactants needed to synthesize it. The reactants are: [N:1]1[CH:6]=[CH:5][CH:4]=[CH:3][C:2]=1[CH2:7][O:8][C:9]1[CH:14]=[CH:13][C:12]([C:15]2([C:22]3[CH:43]=[CH:42][C:25]([C:26]([NH:28][CH:29]4[CH2:34][CH2:33][N:32](C(OC(C)(C)C)=O)[CH2:31][CH2:30]4)=[O:27])=[CH:24][CH:23]=3)[CH2:20][CH:19]3[CH2:21][CH:16]2[CH2:17][CH2:18]3)=[CH:11][CH:10]=1.O. (4) Given the product [OH:2][C:3]1[CH:8]=[CH:7][CH:6]=[CH:5][C:4]=1[C:9]1[N:10]([C@H:24]([CH3:32])[CH2:25][C:26]2[CH:27]=[CH:28][CH:29]=[CH:30][CH:31]=2)[C:11](=[O:23])[C:12]2[C:18]([C:19]([F:22])([F:21])[F:20])=[N:17][CH:16]=[CH:15][C:13]=2[N:14]=1, predict the reactants needed to synthesize it. The reactants are: C[O:2][C:3]1[CH:8]=[CH:7][CH:6]=[CH:5][C:4]=1[C:9]1[N:10]([C@H:24]([CH3:32])[CH2:25][C:26]2[CH:31]=[CH:30][CH:29]=[CH:28][CH:27]=2)[C:11](=[O:23])[C:12]2[C:18]([C:19]([F:22])([F:21])[F:20])=[N:17][CH:16]=[CH:15][C:13]=2[N:14]=1.B(Cl)(Cl)Cl.N(CCO)CCO. (5) The reactants are: [F:1][C:2]1[CH:8]=[C:7]([C:9]2[N:10]=[C:11]([N:20]3[CH2:25][CH2:24][O:23][CH2:22][C@@H:21]3[CH3:26])[C:12]3[CH2:18][CH2:17][N:16]([CH3:19])[CH2:15][C:13]=3[N:14]=2)[C:6]([F:27])=[CH:5][C:3]=1[NH2:4].[CH2:28]([N:30]=[C:31]=[O:32])[CH3:29]. Given the product [F:1][C:2]1[CH:8]=[C:7]([C:9]2[N:10]=[C:11]([N:20]3[CH2:25][CH2:24][O:23][CH2:22][C@@H:21]3[CH3:26])[C:12]3[CH2:18][CH2:17][N:16]([CH3:19])[CH2:15][C:13]=3[N:14]=2)[C:6]([F:27])=[CH:5][C:3]=1[NH:4][C:31]([NH:30][CH2:28][CH3:29])=[O:32], predict the reactants needed to synthesize it.